This data is from Reaction yield outcomes from USPTO patents with 853,638 reactions. The task is: Predict the reaction yield, written as a fraction of the theoretical maximum amount of product (1.0 means a 100% yield; for example, 0.34 means a 34% yield). (1) The reactants are [Cl:1][C:2]1[CH:7]=[CH:6][C:5]([NH:8][C:9]([N:11]2[CH2:15][C@H:14]([OH:16])[CH2:13][C@@H:12]2[C:17]([NH:19][C:20]2[CH:25]=[CH:24][C:23]([N:26]3[CH2:31][CH2:30][O:29][CH2:28][C:27]3=[O:32])=[CH:22][CH:21]=2)=[O:18])=[O:10])=[CH:4][CH:3]=1.[C:33](O[C:33](=[O:37])[CH:34]([CH3:36])[CH3:35])(=[O:37])[CH:34]([CH3:36])[CH3:35].C(OCC)(=O)C. The catalyst is N1C=CC=CC=1. The product is [C:33]([O:16][C@@H:14]1[CH2:13][C@H:12]([C:17](=[O:18])[NH:19][C:20]2[CH:25]=[CH:24][C:23]([N:26]3[CH2:31][CH2:30][O:29][CH2:28][C:27]3=[O:32])=[CH:22][CH:21]=2)[N:11]([C:9](=[O:10])[NH:8][C:5]2[CH:6]=[CH:7][C:2]([Cl:1])=[CH:3][CH:4]=2)[CH2:15]1)(=[O:37])[CH:34]([CH3:36])[CH3:35]. The yield is 0.793. (2) The reactants are [CH2:1]1[CH:6]2[O:7][CH:3]([CH:4]([C:11]([OH:13])=[O:12])[CH:5]2[C:8]([OH:10])=[O:9])[CH2:2]1.[CH3:14]O. No catalyst specified. The product is [CH3:14][O:12][C:11]([CH:4]1[CH:5]([C:8]([OH:10])=[O:9])[CH:6]2[O:7][CH:3]1[CH2:2][CH2:1]2)=[O:13]. The yield is 0.950. (3) The reactants are [CH3:1][O:2][C:3](=[O:12])[C:4]1[CH:9]=[CH:8][C:7]([OH:10])=[C:6]([NH2:11])[CH:5]=1.C([O-])([O-])=O.[K+].[K+].Br[CH2:20][CH2:21]Br. The catalyst is CN(C=O)C.C(OCC)C. The product is [CH3:1][O:2][C:3]([C:4]1[CH:9]=[CH:8][C:7]2[O:10][CH2:21][CH2:20][NH:11][C:6]=2[CH:5]=1)=[O:12]. The yield is 0.400. (4) The catalyst is CC#N.C1COCC1. The reactants are Cl.[NH:2]1[CH2:7][CH2:6][CH:5]([NH:8][S:9]([CH3:12])(=[O:11])=[O:10])[CH2:4][CH2:3]1.C1CCN2C(=NCCC2)CC1.[F:24][C:25]1[CH:33]=[C:32]2[C:28]([C:29]([C:34]3[CH:49]=[CH:48][C:37]4[N:38]=[C:39]([CH2:41][NH:42][S:43]([CH:46]=[CH2:47])(=[O:45])=[O:44])[O:40][C:36]=4[CH:35]=3)=[CH:30][NH:31]2)=[CH:27][CH:26]=1. The product is [F:24][C:25]1[CH:33]=[C:32]2[C:28]([C:29]([C:34]3[CH:49]=[CH:48][C:37]4[N:38]=[C:39]([CH2:41][NH:42][S:43]([CH2:46][CH2:47][N:2]5[CH2:3][CH2:4][CH:5]([NH:8][S:9]([CH3:12])(=[O:10])=[O:11])[CH2:6][CH2:7]5)(=[O:45])=[O:44])[O:40][C:36]=4[CH:35]=3)=[CH:30][NH:31]2)=[CH:27][CH:26]=1. The yield is 0.470.